Dataset: NCI-60 drug combinations with 297,098 pairs across 59 cell lines. Task: Regression. Given two drug SMILES strings and cell line genomic features, predict the synergy score measuring deviation from expected non-interaction effect. Drug 1: C1CC(=O)NC(=O)C1N2C(=O)C3=CC=CC=C3C2=O. Drug 2: CC(C)CN1C=NC2=C1C3=CC=CC=C3N=C2N. Cell line: U251. Synergy scores: CSS=-30.8, Synergy_ZIP=11.7, Synergy_Bliss=0.958, Synergy_Loewe=-16.5, Synergy_HSA=-20.2.